Dataset: Peptide-MHC class I binding affinity with 185,985 pairs from IEDB/IMGT. Task: Regression. Given a peptide amino acid sequence and an MHC pseudo amino acid sequence, predict their binding affinity value. This is MHC class I binding data. (1) The peptide sequence is YYYNFSEDL. The MHC is HLA-B40:01 with pseudo-sequence HLA-B40:01. The binding affinity (normalized) is 0.0847. (2) The peptide sequence is LATGPITTLW. The MHC is HLA-B53:01 with pseudo-sequence HLA-B53:01. The binding affinity (normalized) is 0.597. (3) The peptide sequence is MMIQTRAAD. The MHC is HLA-B15:01 with pseudo-sequence HLA-B15:01. The binding affinity (normalized) is 0. (4) The peptide sequence is FLQQRKPPL. The MHC is HLA-A25:01 with pseudo-sequence HLA-A25:01. The binding affinity (normalized) is 0.0847.